This data is from Forward reaction prediction with 1.9M reactions from USPTO patents (1976-2016). The task is: Predict the product of the given reaction. (1) Given the reactants [CH2:1]([C@@H:3]1[CH2:12][C:11]2[N:10]=[CH:9][N:8]=[C:7]([N:13]3[CH2:19][C:18]4[CH:20]=[C:21](B(O)O)[CH:22]=[CH:23][C:17]=4[O:16][CH2:15][CH2:14]3)[C:6]=2[CH2:5][CH2:4]1)[CH3:2].CC([N:31]([C@@H:35]1[CH2:39][CH2:38][N:37]([S:40]([C:43]2[C:44]([NH2:50])=[N:45][CH:46]=[C:47](Br)[CH:48]=2)(=[O:42])=[O:41])[CH2:36]1)C(=O)[O-])(C)C, predict the reaction product. The product is: [NH2:31][C@@H:35]1[CH2:39][CH2:38][N:37]([S:40]([C:43]2[C:44]([NH2:50])=[N:45][CH:46]=[C:47]([C:21]3[CH:22]=[CH:23][C:17]4[O:16][CH2:15][CH2:14][N:13]([C:7]5[C:6]6[CH2:5][CH2:4][C@H:3]([CH2:1][CH3:2])[CH2:12][C:11]=6[N:10]=[CH:9][N:8]=5)[CH2:19][C:18]=4[CH:20]=3)[CH:48]=2)(=[O:41])=[O:42])[CH2:36]1. (2) Given the reactants [CH2:1]([Mg]Cl)[CH2:2][CH2:3][CH3:4].[CH2:7]([C@@H:14]1[CH2:18][O:17][C:16](=[O:19])[N:15]1[C:20](=[O:27])/[CH:21]=[CH:22]/[CH2:23][CH2:24][CH2:25][CH3:26])[C:8]1[CH:13]=[CH:12][CH:11]=[CH:10][CH:9]=1.[Br:28]N1C(=O)CCC1=O, predict the reaction product. The product is: [CH2:7]([C@@H:14]1[CH2:18][O:17][C:16](=[O:19])[N:15]1[C:20](=[O:27])[C@H:21]([Br:28])[CH:22]([CH2:1][CH2:2][CH2:3][CH3:4])[CH2:23][CH2:24][CH2:25][CH3:26])[C:8]1[CH:9]=[CH:10][CH:11]=[CH:12][CH:13]=1. (3) Given the reactants [C:1]([O:5][C:6]([N:8]1[C@@H:13]2[CH2:14][O:15][CH2:16][C@@H:12]2[N:11]2[N:17]=[C:18]([I:23])[C:19]([C:20]([OH:22])=O)=[C:10]2[CH2:9]1)=[O:7])([CH3:4])([CH3:3])[CH3:2].CC[N:26](C(C)C)C(C)C.CN(C(ON1N=NC2C=CC=NC1=2)=[N+](C)C)C.F[P-](F)(F)(F)(F)F.[NH4+].[Cl-], predict the reaction product. The product is: [C:20]([C:19]1[C:18]([I:23])=[N:17][N:11]2[C@H:12]3[CH2:16][O:15][CH2:14][C@H:13]3[N:8]([C:6]([O:5][C:1]([CH3:3])([CH3:4])[CH3:2])=[O:7])[CH2:9][C:10]=12)(=[O:22])[NH2:26]. (4) Given the reactants [B-](F)(F)(F)F.CCOC(C(C#N)=NOC(N(C)C)=[N+](C)C)=O.C[O:24][C:25]([C@@H:27]1[CH2:29][C@H:28]1[CH2:30][N:31]1[CH2:36][CH2:35][CH:34]([C:37]2[C:41]3[S:42][CH:43]=[CH:44][C:40]=3[O:39][N:38]=2)[CH2:33][CH2:32]1)=O.CN1CCOCC1.[CH2:52]([C@H:54]1[CH2:59][CH2:58][C@H:57]([NH2:60])[CH2:56][CH2:55]1)[CH3:53], predict the reaction product. The product is: [CH2:52]([C@H:54]1[CH2:59][CH2:58][C@H:57]([NH:60][C:25]([C@@H:27]2[CH2:29][C@H:28]2[CH2:30][N:31]2[CH2:36][CH2:35][CH:34]([C:37]3[C:41]4[S:42][CH:43]=[CH:44][C:40]=4[O:39][N:38]=3)[CH2:33][CH2:32]2)=[O:24])[CH2:56][CH2:55]1)[CH3:53]. (5) Given the reactants [CH3:1][C@H:2]1[NH:7][C@@H:6]([CH3:8])[CH2:5][N:4]([CH2:9][C:10]2[CH:14]=[CH:13][N:12]([C:15]([O:17][C:18]([CH3:21])([CH3:20])[CH3:19])=[O:16])[N:11]=2)[CH2:3]1.N1C(C)=CC=CC=1C.[F:30][C:31]([F:42])([F:41])[C:32](O[C:32](=[O:33])[C:31]([F:42])([F:41])[F:30])=[O:33], predict the reaction product. The product is: [CH3:1][C@H:2]1[N:7]([C:32](=[O:33])[C:31]([F:42])([F:41])[F:30])[C@@H:6]([CH3:8])[CH2:5][N:4]([CH2:9][C:10]2[CH:14]=[CH:13][N:12]([C:15]([O:17][C:18]([CH3:19])([CH3:21])[CH3:20])=[O:16])[N:11]=2)[CH2:3]1. (6) Given the reactants [CH2:1]([O:8][C:9]1[CH:14]=[C:13]([Br:15])[CH:12]=[C:11]([N:16](C)[CH3:17])[C:10]=1[NH:19][C:20](=O)[CH3:21])[C:2]1[CH:7]=[CH:6][CH:5]=[CH:4][CH:3]=1, predict the reaction product. The product is: [CH2:1]([O:8][C:9]1[C:10]2[N:19]=[C:20]([CH3:21])[N:16]([CH3:17])[C:11]=2[CH:12]=[C:13]([Br:15])[CH:14]=1)[C:2]1[CH:7]=[CH:6][CH:5]=[CH:4][CH:3]=1. (7) Given the reactants [O:1]=[C:2]1[CH2:7][O:6][CH2:5][CH2:4][N:3]1[C:8]1[CH:13]=[CH:12][C:11]([CH2:14][C:15]([O:17]CC)=[O:16])=[CH:10][CH:9]=1, predict the reaction product. The product is: [O:1]=[C:2]1[CH2:7][O:6][CH2:5][CH2:4][N:3]1[C:8]1[CH:9]=[CH:10][C:11]([CH2:14][C:15]([OH:17])=[O:16])=[CH:12][CH:13]=1. (8) Given the reactants [CH3:1][C:2]([CH3:5])([O-])C.[K+].BrC1CC1.[CH3:11][C:12]1[CH:17]=[CH:16][CH:15]=[CH:14][C:13]=1[SH:18], predict the reaction product. The product is: [CH:5]1([S:18][C:13]2[CH:14]=[CH:15][CH:16]=[CH:17][C:12]=2[CH3:11])[CH2:2][CH2:1]1. (9) Given the reactants C([O:5][C:6]([NH:8][CH2:9][CH2:10][CH2:11][N:12]1[C:20](C(OC)=O)=[C:19]2[C:14]([C:15]3[CH:28]=[C:27]([C:29]4[CH:34]=[CH:33][CH:32]=[C:31]([N+:35]([O-:37])=[O:36])[CH:30]=4)[C:26]([O:38][CH3:39])=[CH:25][C:16]=3[CH:17]=[CH:18]2)=[N:13]1)=O)(C)(C)C.Cl, predict the reaction product. The product is: [CH3:39][O:38][C:26]1[C:27]([C:29]2[CH:34]=[CH:33][CH:32]=[C:31]([N+:35]([O-:37])=[O:36])[CH:30]=2)=[CH:28][C:15]2[C:14]3[C:19](=[C:20]4[C:6](=[O:5])[NH:8][CH2:9][CH2:10][CH2:11][N:12]4[N:13]=3)[CH:18]=[CH:17][C:16]=2[CH:25]=1. (10) Given the reactants C([O:3][C:4](=[O:23])[C:5]1[CH:10]=[CH:9][C:8]([Br:11])=[CH:7][C:6]=1[C:12](=[O:22])[C:13]1[CH:18]=[C:17]([O:19][CH3:20])[CH:16]=[C:15]([F:21])[CH:14]=1)C.[Li+].[OH-].O.Cl, predict the reaction product. The product is: [Br:11][C:8]1[CH:9]=[CH:10][C:5]([C:4]([OH:23])=[O:3])=[C:6]([C:12](=[O:22])[C:13]2[CH:18]=[C:17]([O:19][CH3:20])[CH:16]=[C:15]([F:21])[CH:14]=2)[CH:7]=1.